Dataset: Catalyst prediction with 721,799 reactions and 888 catalyst types from USPTO. Task: Predict which catalyst facilitates the given reaction. Reactant: [CH2:1]([O:8][C:9]1[CH:14]=[CH:13][C:12]([C:15]2[CH:20]=[C:19]([O:21][CH2:22][CH2:23][CH2:24][N:25]3[CH2:30][CH2:29][CH2:28][CH2:27][CH2:26]3)[N:18]=[N:17][C:16]=2[CH2:31][CH2:32][CH2:33][CH3:34])=[CH:11][CH:10]=1)[C:2]1[CH:7]=[CH:6][CH:5]=[CH:4][CH:3]=1.[ClH:35]. Product: [ClH:35].[ClH:35].[CH2:1]([O:8][C:9]1[CH:14]=[CH:13][C:12]([C:15]2[CH:20]=[C:19]([O:21][CH2:22][CH2:23][CH2:24][N:25]3[CH2:30][CH2:29][CH2:28][CH2:27][CH2:26]3)[N:18]=[N:17][C:16]=2[CH2:31][CH2:32][CH2:33][CH3:34])=[CH:11][CH:10]=1)[C:2]1[CH:3]=[CH:4][CH:5]=[CH:6][CH:7]=1. The catalyst class is: 12.